From a dataset of Forward reaction prediction with 1.9M reactions from USPTO patents (1976-2016). Predict the product of the given reaction. (1) Given the reactants Cl.C(OC([N:9]1[CH2:14][C@@H:13]2[C@@H:11]([CH2:12]2)[C@H:10]1[CH2:15][NH:16][C:17](=[O:22])[C:18]([F:21])([F:20])[F:19])=O)(C)(C)C, predict the reaction product. The product is: [C@@H:11]12[CH2:12][C@@H:13]1[CH2:14][NH:9][C@@H:10]2[CH2:15][NH:16][C:17](=[O:22])[C:18]([F:19])([F:21])[F:20]. (2) Given the reactants [ClH:1].Cl.[NH2:3][CH2:4][C:5]1[CH:10]=[CH:9][N:8]=[C:7]([N:11]2[C:15](=[O:16])[C:14]([C:17]3[CH:18]=[N:19][CH:20]=[CH:21][CH:22]=3)=[CH:13][NH:12]2)[CH:6]=1.[C:23]1([CH2:29][C:30](O)=[O:31])[CH:28]=[CH:27][CH:26]=[CH:25][CH:24]=1.C(N(CC)CC)C.Cl.CN(C)CCCN=C=NCC.O.ON1C2C=CC=CC=2N=N1, predict the reaction product. The product is: [ClH:1].[O:16]=[C:15]1[N:11]([C:7]2[CH:6]=[C:5]([CH2:4][NH:3][C:30](=[O:31])[CH2:29][C:23]3[CH:28]=[CH:27][CH:26]=[CH:25][CH:24]=3)[CH:10]=[CH:9][N:8]=2)[NH:12][CH:13]=[C:14]1[C:17]1[CH:18]=[N:19][CH:20]=[CH:21][CH:22]=1. (3) Given the reactants [F:1][C:2]1[CH:7]=[CH:6][C:5]([C:8]([CH3:14])([CH3:13])[CH2:9][C:10]([OH:12])=O)=[CH:4][CH:3]=1.O.ON1C2C=CC=CC=2N=N1.Cl.CN(C)CCCN=C=NCC.C([O:40][C:41](=[O:62])[CH2:42][C:43]1[CH:48]=[CH:47][C:46]([O:49][CH3:50])=[C:45]([C:51]2[CH:52]=[CH:53][C:54]([F:61])=[C:55]3[C:60]=2[CH2:59][NH:58][CH2:57][CH2:56]3)[CH:44]=1)C.C(N(CC)CC)C, predict the reaction product. The product is: [F:61][C:54]1[CH:53]=[CH:52][C:51]([C:45]2[CH:44]=[C:43]([CH2:42][C:41]([OH:62])=[O:40])[CH:48]=[CH:47][C:46]=2[O:49][CH3:50])=[C:60]2[C:55]=1[CH2:56][CH2:57][N:58]([C:10](=[O:12])[CH2:9][C:8]([C:5]1[CH:4]=[CH:3][C:2]([F:1])=[CH:7][CH:6]=1)([CH3:14])[CH3:13])[CH2:59]2. (4) Given the reactants [Cl:1][C:2]1[CH:3]=[CH:4][C:5]2[N:11]([CH2:12][C:13]([CH3:17])([CH3:16])[CH2:14][OH:15])[C:10](=[O:18])[C@@H:9]([CH2:19][C:20]([NH:22][C:23]3[CH:31]=[CH:30][CH:29]=[CH:28][C:24]=3[C:25]([OH:27])=[O:26])=[O:21])[O:8][C@H:7]([C:32]3[CH:37]=[CH:36][CH:35]=[C:34]([O:38][CH3:39])[C:33]=3[O:40][CH3:41])[C:6]=2[CH:42]=1.N1C=CC=CC=1.[C:49](OCC)(=[O:51])[CH3:50].C(Cl)(=O)C, predict the reaction product. The product is: [C:49]([O:15][CH2:14][C:13]([CH3:17])([CH3:16])[CH2:12][N:11]1[C:5]2[CH:4]=[CH:3][C:2]([Cl:1])=[CH:42][C:6]=2[C@@H:7]([C:32]2[CH:37]=[CH:36][CH:35]=[C:34]([O:38][CH3:39])[C:33]=2[O:40][CH3:41])[O:8][C@H:9]([CH2:19][C:20]([NH:22][C:23]2[CH:31]=[CH:30][CH:29]=[CH:28][C:24]=2[C:25]([OH:27])=[O:26])=[O:21])[C:10]1=[O:18])(=[O:51])[CH3:50]. (5) Given the reactants [Li]CCCC.CCCCCC.Br[C:13]1[CH:14]=[N:15][CH:16]=[CH:17][CH:18]=1.[Br:19][C:20]1[CH:21]=[CH:22][C:23]2[N:28]=[C:27]([CH3:29])[O:26][C:25](=[O:30])[C:24]=2[CH:31]=1, predict the reaction product. The product is: [Br:19][C:20]1[CH:21]=[CH:22][C:23]([NH:28][C:27](=[O:26])[CH3:29])=[C:24]([C:25]([C:13]2[CH:14]=[N:15][CH:16]=[CH:17][CH:18]=2)=[O:30])[CH:31]=1. (6) Given the reactants [F:1][C:2]([F:31])([F:30])[C:3]1[CH:8]=[CH:7][C:6]([C:9]2[CH:14]=[CH:13][CH:12]=[CH:11][C:10]=2[C:15]([NH:17]C2CC3C(=CC=CC=3)N2C([O-])=O)=[O:16])=[CH:5][CH:4]=1.C(O[CH2:36][CH3:37])(=O)C.O.C(=O)([O-])[O-].[K+].[K+], predict the reaction product. The product is: [NH:17]1[C:36]2[C:37](=[CH:2][C:3]([NH:17][C:15]([C:10]3[C:9]([C:6]4[CH:5]=[CH:4][C:3]([C:2]([F:31])([F:30])[F:1])=[CH:8][CH:7]=4)=[CH:14][CH:13]=[CH:12][CH:11]=3)=[O:16])=[CH:4][CH:5]=2)[CH2:10][CH2:15]1. (7) Given the reactants [H-].[Na+].[CH2:3]([NH:10][C:11]([C:13]1([C:18](=[O:21])[CH2:19]Br)[CH2:17][CH2:16][CH2:15]C1)=[O:12])[C:4]1[CH:9]=[CH:8][CH:7]=[CH:6][CH:5]=1, predict the reaction product. The product is: [CH2:3]([N:10]1[CH2:19][C:18](=[O:21])[C:13]2([CH2:17][CH2:16][CH2:15]2)[C:11]1=[O:12])[C:4]1[CH:5]=[CH:6][CH:7]=[CH:8][CH:9]=1. (8) Given the reactants [F:1][C:2]([F:25])([F:24])[C:3]([C:6]1[CH:11]=[CH:10][C:9]([C:12]2[N:16]=[C:15]([C:17]3[CH:18]=[CH:19][C:20](=[O:23])[NH:21][CH:22]=3)[O:14][N:13]=2)=[CH:8][CH:7]=1)([CH3:5])[CH3:4].[Br:26][C:27]1[CH:28]=[C:29]([CH:32]=[CH:33][CH:34]=1)[CH2:30]Br, predict the reaction product. The product is: [Br:26][C:27]1[CH:28]=[C:29]([CH:32]=[CH:33][CH:34]=1)[CH2:30][N:21]1[CH:22]=[C:17]([C:15]2[O:14][N:13]=[C:12]([C:9]3[CH:10]=[CH:11][C:6]([C:3]([CH3:5])([CH3:4])[C:2]([F:1])([F:24])[F:25])=[CH:7][CH:8]=3)[N:16]=2)[CH:18]=[CH:19][C:20]1=[O:23].